This data is from Full USPTO retrosynthesis dataset with 1.9M reactions from patents (1976-2016). The task is: Predict the reactants needed to synthesize the given product. (1) Given the product [CH3:26][C@H:25]1[C@H:21]([CH2:20][O:19][C:4]2[C:5]3[CH:10]=[CH:9][N:8]([CH2:11][O:12][CH2:13][CH2:14][Si:15]([CH3:18])([CH3:17])[CH3:16])[C:6]=3[N:7]=[C:2]([NH:40][C:38]3[CH:37]=[N:36][N:35]([CH3:34])[CH:39]=3)[N:3]=2)[CH2:22][N:23]([C:27]([O:29][C:30]([CH3:33])([CH3:32])[CH3:31])=[O:28])[CH2:24]1, predict the reactants needed to synthesize it. The reactants are: Cl[C:2]1[N:3]=[C:4]([O:19][CH2:20][C@H:21]2[C@H:25]([CH3:26])[CH2:24][N:23]([C:27]([O:29][C:30]([CH3:33])([CH3:32])[CH3:31])=[O:28])[CH2:22]2)[C:5]2[CH:10]=[CH:9][N:8]([CH2:11][O:12][CH2:13][CH2:14][Si:15]([CH3:18])([CH3:17])[CH3:16])[C:6]=2[N:7]=1.[CH3:34][N:35]1[CH:39]=[C:38]([NH2:40])[CH:37]=[N:36]1.C([O-])([O-])=O.[Cs+].[Cs+].CC1(C)C2C(=C(P(C3C=CC=CC=3)C3C=CC=CC=3)C=CC=2)OC2C(P(C3C=CC=CC=3)C3C=CC=CC=3)=CC=CC1=2. (2) The reactants are: [Cl:1][C:2]1[CH:7]=[CH:6][N:5]=[C:4]2[N:8]([CH2:11][O:12][CH2:13][CH2:14][Si:15]([CH3:18])([CH3:17])[CH3:16])[CH:9]=[CH:10][C:3]=12.C([Li])CCC.[I:24]I. Given the product [Cl:1][C:2]1[CH:7]=[CH:6][N:5]=[C:4]2[N:8]([CH2:11][O:12][CH2:13][CH2:14][Si:15]([CH3:18])([CH3:17])[CH3:16])[C:9]([I:24])=[CH:10][C:3]=12, predict the reactants needed to synthesize it. (3) Given the product [N:1]([CH:4]1[CH2:10][CH2:11][N:20]([C@@H:19]([CH3:21])[C:18]([O:17][C:13]([CH3:16])([CH3:15])[CH3:14])=[O:22])[C:5]1=[O:6])=[N+:2]=[N-:3], predict the reactants needed to synthesize it. The reactants are: [N:1]([CH:4]([CH2:10][CH2:11]I)[C:5](OCC)=[O:6])=[N+:2]=[N-:3].[C:13]([O:17][C:18](=[O:22])[C@H:19]([CH3:21])[NH2:20])([CH3:16])([CH3:15])[CH3:14]. (4) Given the product [CH2:30]([N:44]1[CH2:45][CH2:46][C:41](=[CH:6][C:5]2[CH:26]=[CH:27][CH:28]=[C:3]([F:2])[CH:4]=2)[CH2:42][CH2:43]1)[C:31]1[CH:52]=[CH:48][CH:49]=[CH:33][CH:32]=1, predict the reactants needed to synthesize it. The reactants are: [Br-].[F:2][C:3]1[CH:4]=[C:5]([CH:26]=[CH:27][CH:28]=1)[CH2:6][P+](C1C=CC=CC=1)(C1C=CC=CC=1)C1C=CC=CC=1.[Li][CH2:30][CH2:31][CH2:32][CH3:33].C([CH:41]1[CH2:46][CH2:45][NH:44][C:43](=O)[CH2:42]1)C1C=CC=CC=1.[CH2:48]1[CH2:52]OC[CH2:49]1.